This data is from Reaction yield outcomes from USPTO patents with 853,638 reactions. The task is: Predict the reaction yield, written as a fraction of the theoretical maximum amount of product (1.0 means a 100% yield; for example, 0.34 means a 34% yield). (1) The reactants are CCN(S(F)(F)[F:7])CC.[CH3:10][O:11][C:12]([CH:14]1[CH2:19][C:18]([CH2:21][CH:22]=[CH2:23])(O)[CH2:17][CH2:16][N:15]1[C:24]([O:26][C:27]([CH3:30])([CH3:29])[CH3:28])=[O:25])=[O:13].[NH4+].[Cl-]. The catalyst is C(Cl)Cl. The product is [CH3:10][O:11][C:12]([CH:14]1[CH2:19][C:18]([F:7])([CH2:21][CH2:22][CH3:23])[CH2:17][CH2:16][N:15]1[C:24]([O:26][C:27]([CH3:30])([CH3:29])[CH3:28])=[O:25])=[O:13]. The yield is 0.520. (2) The reactants are [CH2:1]([N:6]1[C:14]2[N:13]=[CH:12][NH:11][C:10]=2[C:9](=[O:15])[N:8]2[N:16]=[CH:17][N:18]=[C:7]12)[CH2:2][CH2:3][CH2:4][CH3:5].[Br:19]N1C(=O)CCC1=O. The catalyst is O1CCCC1. The product is [Br:19][C:12]1[NH:11][C:10]2[C:9](=[O:15])[N:8]3[N:16]=[CH:17][N:18]=[C:7]3[N:6]([CH2:1][CH2:2][CH2:3][CH2:4][CH3:5])[C:14]=2[N:13]=1. The yield is 0.124. (3) The reactants are Br[C:2]1[CH:3]=[C:4]([O:27][C:28]2[CH:33]=[CH:32][CH:31]=[CH:30][CH:29]=2)[C:5]([NH:8][C:9]2[S:10][CH:11]=[C:12]([CH:14]3[CH2:19][CH2:18][N:17]([C:20]([O:22][C:23]([CH3:26])([CH3:25])[CH3:24])=[O:21])[CH2:16][CH2:15]3)[N:13]=2)=[N:6][CH:7]=1.C(N(C(C)C)C(C)C)C.[SH:43][CH2:44][CH2:45][C:46]([O:48][CH3:49])=[O:47]. The catalyst is C1C=CC(/C=C/C(/C=C/C2C=CC=CC=2)=O)=CC=1.C1C=CC(/C=C/C(/C=C/C2C=CC=CC=2)=O)=CC=1.C1C=CC(/C=C/C(/C=C/C2C=CC=CC=2)=O)=CC=1.[Pd].[Pd].CC1(C)C2C(=C(P(C3C=CC=CC=3)C3C=CC=CC=3)C=CC=2)OC2C(P(C3C=CC=CC=3)C3C=CC=CC=3)=CC=CC1=2.O1CCOCC1. The product is [CH3:49][O:48][C:46](=[O:47])[CH2:45][CH2:44][S:43][C:2]1[CH:3]=[C:4]([O:27][C:28]2[CH:33]=[CH:32][CH:31]=[CH:30][CH:29]=2)[C:5]([NH:8][C:9]2[S:10][CH:11]=[C:12]([CH:14]3[CH2:19][CH2:18][N:17]([C:20]([O:22][C:23]([CH3:26])([CH3:25])[CH3:24])=[O:21])[CH2:16][CH2:15]3)[N:13]=2)=[N:6][CH:7]=1. The yield is 0.815. (4) The reactants are [F:1][C:2]1[CH:33]=[C:32]([NH:34][C:35]([NH:37][C:38](=[O:48])[CH2:39][C:40]2[CH:45]=[CH:44][CH:43]=[CH:42][C:41]=2[O:46][CH3:47])=[S:36])[CH:31]=[CH:30][C:3]=1[O:4][C:5]1[CH:10]=[CH:9][N:8]=[C:7]2[CH:11]=[C:12]([C:14]3[CH:15]=[N:16][N:17]([CH2:19][CH2:20][N:21](C)[C:22](=O)OC(C)(C)C)[CH:18]=3)[S:13][C:6]=12.Cl.Cl.FC1C=C(NC(NC(=O)CC2C=CC=CC=2)=S)C=CC=1OC1C=CN=C2C=C(C3C=CC(N4CCNCC4)=CC=3)SC=12. No catalyst specified. The product is [F:1][C:2]1[CH:33]=[C:32]([NH:34][C:35]([NH:37][C:38](=[O:48])[CH2:39][C:40]2[CH:45]=[CH:44][CH:43]=[CH:42][C:41]=2[O:46][CH3:47])=[S:36])[CH:31]=[CH:30][C:3]=1[O:4][C:5]1[CH:10]=[CH:9][N:8]=[C:7]2[CH:11]=[C:12]([C:14]3[CH:15]=[N:16][N:17]([CH2:19][CH2:20][NH:21][CH3:22])[CH:18]=3)[S:13][C:6]=12. The yield is 0.660. (5) The reactants are [NH2:1][C:2]1[N:3]=[CH:4][C:5]2[CH:11]=[C:10]([C:12]3[C:17]([Cl:18])=[C:16]([O:19][CH3:20])[CH:15]=[C:14]([O:21][CH3:22])[C:13]=3[Cl:23])[C:9](=[O:24])[N:8]([CH2:25][CH2:26][O:27][CH:28]3[CH2:31][N:30]([C:32]([O:34][C:35]([CH3:38])([CH3:37])[CH3:36])=[O:33])[CH2:29]3)[C:6]=2[N:7]=1.[C:39](=O)([O:42]C)[O:40][CH3:41].C(O[K])(C)(C)C. The catalyst is C1COCC1.C(Cl)Cl. The product is [Cl:18][C:17]1[C:16]([O:19][CH3:20])=[CH:15][C:14]([O:21][CH3:22])=[C:13]([Cl:23])[C:12]=1[C:10]1[C:9](=[O:24])[N:8]([CH2:25][CH2:26][O:27][CH:28]2[CH2:29][N:30]([C:32]([O:34][C:35]([CH3:38])([CH3:37])[CH3:36])=[O:33])[CH2:31]2)[C:6]2[N:7]=[C:2]([NH:1][C:39]([O:40][CH3:41])=[O:42])[N:3]=[CH:4][C:5]=2[CH:11]=1. The yield is 0.860. (6) The reactants are [CH3:1][C:2]([N:10]1[CH:14]=[C:13]([C:15]2[C:16]3[CH:23]=[CH:22][N:21]([CH2:24][O:25][CH2:26][CH2:27][Si:28]([CH3:31])([CH3:30])[CH3:29])[C:17]=3[N:18]=[CH:19][N:20]=2)[CH:12]=[N:11]1)([CH3:9])[CH2:3][C:4](OCC)=[O:5].[H-].C([Al+]CC(C)C)C(C)C. The catalyst is C1COCC1.C(Cl)Cl. The product is [CH3:9][C:2]([N:10]1[CH:14]=[C:13]([C:15]2[C:16]3[CH:23]=[CH:22][N:21]([CH2:24][O:25][CH2:26][CH2:27][Si:28]([CH3:31])([CH3:29])[CH3:30])[C:17]=3[N:18]=[CH:19][N:20]=2)[CH:12]=[N:11]1)([CH3:1])[CH2:3][CH2:4][OH:5]. The yield is 0.990. (7) The reactants are [CH3:1][C:2]1[CH:7]=[C:6]([C:8]2[CH:9]=[C:10]([N+:23]([O-])=O)[C:11]([O:14][CH2:15][C:16]([O:18][C:19]([CH3:22])([CH3:21])[CH3:20])=[O:17])=[N:12][CH:13]=2)[CH:5]=[CH:4][N:3]=1. The catalyst is [Pd]. The product is [NH2:23][C:10]1[C:11]([O:14][CH2:15][C:16]([O:18][C:19]([CH3:22])([CH3:21])[CH3:20])=[O:17])=[N:12][CH:13]=[C:8]([C:6]2[CH:5]=[CH:4][N:3]=[C:2]([CH3:1])[CH:7]=2)[CH:9]=1. The yield is 0.520.